Dataset: Full USPTO retrosynthesis dataset with 1.9M reactions from patents (1976-2016). Task: Predict the reactants needed to synthesize the given product. (1) Given the product [C:18]1([C:27]2[CH:32]=[CH:31][CH:30]=[CH:29][CH:28]=2)[C:19]([C:24]([N:3]2[CH2:4][C@@H:5]3[C@@H:1]([CH2:6]3)[C@H:2]2[CH2:7][NH:8][C:9](=[O:17])[C:10]2[CH:15]=[CH:14][C:13]([F:16])=[CH:12][CH:11]=2)=[O:25])=[CH:20][CH:21]=[CH:22][CH:23]=1, predict the reactants needed to synthesize it. The reactants are: [C@@H:1]12[CH2:6][C@@H:5]1[CH2:4][NH:3][C@@H:2]2[CH2:7][NH:8][C:9](=[O:17])[C:10]1[CH:15]=[CH:14][C:13]([F:16])=[CH:12][CH:11]=1.[C:18]1([C:27]2[CH:32]=[CH:31][CH:30]=[CH:29][CH:28]=2)[C:19]([C:24](O)=[O:25])=[CH:20][CH:21]=[CH:22][CH:23]=1. (2) Given the product [ClH:30].[ClH:30].[NH2:22][C@@H:12]([C:4]1[NH:3][C:7]2[CH:8]=[CH:9][CH:10]=[CH:11][C:6]=2[N:5]=1)[CH2:13][C:14]1[CH:15]=[CH:16][C:17]([C:20]#[N:21])=[CH:18][CH:19]=1, predict the reactants needed to synthesize it. The reactants are: N#N.[NH:3]1[C:7]2[CH:8]=[CH:9][CH:10]=[CH:11][C:6]=2[N:5]=[C:4]1[C@H:12]([NH:22]C(=O)OC(C)(C)C)[CH2:13][C:14]1[CH:19]=[CH:18][C:17]([C:20]#[N:21])=[CH:16][CH:15]=1.[ClH:30].